From a dataset of Reaction yield outcomes from USPTO patents with 853,638 reactions. Predict the reaction yield, written as a fraction of the theoretical maximum amount of product (1.0 means a 100% yield; for example, 0.34 means a 34% yield). (1) The reactants are [Cl:1][C:2]1[CH:7]=[C:6]([I:8])[CH:5]=[CH:4][C:3]=1[NH:9][C:10](=O)[CH3:11].C(Cl)Cl.[N-:16]=[N+:17]=[N-:18].[Na+].FC(F)(F)S(OS(C(F)(F)F)(=O)=O)(=O)=O. The catalyst is C(#N)C. The product is [Cl:1][C:2]1[CH:7]=[C:6]([I:8])[CH:5]=[CH:4][C:3]=1[N:9]1[C:10]([CH3:11])=[N:18][N:17]=[N:16]1. The yield is 0.590. (2) The reactants are [C:1]([OH:5])(=O)[CH:2]=[CH2:3].Cl.[CH3:7][N:8]1[CH2:14][C:13]2[CH:15]=[C:16](/[CH:19]=[CH:20]/[C:21](O)=O)[CH:17]=[N:18][C:12]=2NC(=O)[CH2:9]1.CNCC1C2C(=CC=CC=2)N(C)C=1.CNCC1C=CC2C(=CC=CC=2)C=1CCC. The yield is 0.580. The product is [CH3:17][N:18]([CH2:12][C:13]1[C:15]2[C:9](=[CH:21][CH:20]=[CH:19][CH:16]=2)[N:8]([CH3:7])[CH:14]=1)[C:1](=[O:5])[CH:2]=[CH2:3]. No catalyst specified.